Dataset: Reaction yield outcomes from USPTO patents with 853,638 reactions. Task: Predict the reaction yield, written as a fraction of the theoretical maximum amount of product (1.0 means a 100% yield; for example, 0.34 means a 34% yield). The reactants are [OH:1][CH2:2][C:3]1[C:4]2[CH:11]=[C:10]([C:12]([N:14]3[CH2:19][CH2:18][N:17]([CH:20]([CH3:22])[CH3:21])[CH2:16][CH2:15]3)=[O:13])[CH:9]=[CH:8][C:5]=2[S:6][CH:7]=1. The catalyst is C(Cl)(Cl)Cl.O=[Mn]=O. The product is [CH:20]([N:17]1[CH2:16][CH2:15][N:14]([C:12]([C:10]2[CH:9]=[CH:8][C:5]3[S:6][CH:7]=[C:3]([CH:2]=[O:1])[C:4]=3[CH:11]=2)=[O:13])[CH2:19][CH2:18]1)([CH3:22])[CH3:21]. The yield is 0.950.